This data is from Forward reaction prediction with 1.9M reactions from USPTO patents (1976-2016). The task is: Predict the product of the given reaction. (1) Given the reactants [OH:1][C@H:2]1[CH2:6][N:5]([C:7](=[O:15])[CH2:8][C:9]2[O:13][N:12]=[C:11]([CH3:14])[CH:10]=2)[C@H:4]([C:16]([OH:18])=O)[CH2:3]1.[NH:19]1[CH:23]=[CH:22][C:21]([C:24]2[CH:29]=[CH:28][C:27]([CH2:30][NH2:31])=[CH:26][CH:25]=2)=[CH:20]1.C(Cl)CCl.C1C=CC2N(O)N=NC=2C=1.CCN(C(C)C)C(C)C.[Cl-].[Na+], predict the reaction product. The product is: [NH:19]1[CH:23]=[CH:22][C:21]([C:24]2[CH:29]=[CH:28][C:27]([CH2:30][NH:31][C:16]([C@@H:4]3[CH2:3][C@@H:2]([OH:1])[CH2:6][N:5]3[C:7](=[O:15])[CH2:8][C:9]3[O:13][N:12]=[C:11]([CH3:14])[CH:10]=3)=[O:18])=[CH:26][CH:25]=2)=[CH:20]1. (2) Given the reactants Cl[C:2]1[C:3](=[O:19])[N:4]([CH2:13][CH2:14][O:15][CH2:16][CH2:17][CH3:18])[C:5]2[CH:11]=[C:10]([Cl:12])[N:9]=[CH:8][C:6]=2[N:7]=1.[NH:20]1[CH2:25][CH2:24][NH:23][CH2:22][CH2:21]1.C(N(CC)CC)C.C(OCC)(=O)C.CCCCCC, predict the reaction product. The product is: [Cl:12][C:10]1[N:9]=[CH:8][C:6]2[N:7]=[C:2]([N:20]3[CH2:25][CH2:24][NH:23][CH2:22][CH2:21]3)[C:3](=[O:19])[N:4]([CH2:13][CH2:14][O:15][CH2:16][CH2:17][CH3:18])[C:5]=2[CH:11]=1. (3) Given the reactants FC(F)(F)S(O[C@H:7]1[CH2:12][C@@H:11]([CH2:13][CH2:14][CH2:15][CH:16]=[CH2:17])[O:10][C@@:9]([O:33][CH3:34])([C@@H:18]2[CH2:22][S:21][C:20](=[O:23])[N:19]2[CH2:24][C:25]2[CH:30]=[CH:29][C:28]([O:31][CH3:32])=[CH:27][CH:26]=2)[CH2:8]1)(=O)=O.[N-:37]=[N+:38]=[N-:39].[Na+], predict the reaction product. The product is: [N:37]([C@@H:7]1[CH2:12][C@@H:11]([CH2:13][CH2:14][CH2:15][CH:16]=[CH2:17])[O:10][C@:9]([C@@H:18]2[CH2:22][S:21][C:20](=[O:23])[N:19]2[CH2:24][C:25]2[CH:30]=[CH:29][C:28]([O:31][CH3:32])=[CH:27][CH:26]=2)([O:33][CH3:34])[CH2:8]1)=[N+:38]=[N-:39]. (4) The product is: [CH2:31]([N:3]1[CH2:4][CH2:5][C:6]2[N:7]([CH2:15][C:16]([O:18][CH2:19][CH3:20])=[O:17])[C:8]3[CH:9]=[CH:10][CH:11]=[CH:12][C:13]=3[C:14]=2[CH2:2]1)[CH2:32][C:33]1[CH:38]=[CH:37][CH:36]=[CH:35][CH:34]=1. Given the reactants Cl.[CH2:2]1[C:14]2[C:13]3[CH:12]=[CH:11][CH:10]=[CH:9][C:8]=3[N:7]([CH2:15][C:16]([O:18][CH2:19][CH3:20])=[O:17])[C:6]=2[CH2:5][CH2:4][NH:3]1.CCN(C(C)C)C(C)C.Br[CH2:31][CH2:32][C:33]1[CH:38]=[CH:37][CH:36]=[CH:35][CH:34]=1, predict the reaction product. (5) Given the reactants C[O:2][C:3]([C:5]1[C:13]2[N:12]=[C:11]([CH2:14][N:15]3[C:19]4[CH:20]=[CH:21][CH:22]=[CH:23][C:18]=4[N:17]([CH:24]([CH3:26])[CH3:25])[C:16]3=[O:27])[N:10]([CH2:28][CH2:29][CH:30]([CH3:32])[CH3:31])[C:9]=2[CH:8]=[CH:7][CH:6]=1)=O.[H-].[H-].[H-].[H-].[Li+].[Al+3], predict the reaction product. The product is: [OH:2][CH2:3][C:5]1[C:13]2[N:12]=[C:11]([CH2:14][N:15]3[C:19]4[CH:20]=[CH:21][CH:22]=[CH:23][C:18]=4[N:17]([CH:24]([CH3:25])[CH3:26])[C:16]3=[O:27])[N:10]([CH2:28][CH2:29][CH:30]([CH3:32])[CH3:31])[C:9]=2[CH:8]=[CH:7][CH:6]=1. (6) Given the reactants [Cl:1][C:2]1[CH:3]=[C:4]([CH2:16][NH:17][C:18]([C:20]2[CH:25]=[CH:24][CH:23]=[C:22]([C:26]([NH:28][CH2:29][C:30]3[C:31]([NH:43][CH:44]4[CH2:49][CH2:48][O:47][CH2:46][CH2:45]4)=[C:32]4[CH:40]=[N:39][N:38]([CH2:41][CH3:42])[C:33]4=[N:34][C:35]=3[CH2:36][CH3:37])=[O:27])[CH:21]=2)=[O:19])[CH:5]=[C:6]([C:8]2[CH:13]=[CH:12][CH:11]=[C:10]([CH:14]=O)[CH:9]=2)[CH:7]=1.[N:50]1(C(OC(C)(C)C)=O)[CH2:56][CH2:55][CH2:54][NH:53][CH2:52][CH2:51]1.C(O)(=O)C.C(O[BH-](OC(=O)C)OC(=O)C)(=O)C.[F:81][C:82]([F:87])([F:86])[C:83]([OH:85])=[O:84], predict the reaction product. The product is: [Cl:1][C:2]1[CH:3]=[C:4]([CH2:16][NH:17][C:18]([C:20]2[CH:25]=[CH:24][CH:23]=[C:22]([C:26]([NH:28][CH2:29][C:30]3[C:31]([NH:43][CH:44]4[CH2:49][CH2:48][O:47][CH2:46][CH2:45]4)=[C:32]4[CH:40]=[N:39][N:38]([CH2:41][CH3:42])[C:33]4=[N:34][C:35]=3[CH2:36][CH3:37])=[O:27])[CH:21]=2)=[O:19])[CH:5]=[C:6]([C:8]2[CH:13]=[CH:12][CH:11]=[C:10]([CH2:14][N:50]3[CH2:56][CH2:55][CH2:54][NH:53][CH2:52][CH2:51]3)[CH:9]=2)[CH:7]=1.[C:83]([OH:85])([C:82]([F:87])([F:86])[F:81])=[O:84]. (7) Given the reactants [F:1][C:2]([F:26])([F:25])[C:3]1[CH:4]=[C:5]([NH:9][C:10]([C:12]2[CH:13]=[C:14]3[C:19](=[CH:20][CH:21]=2)[C:18]([O:22][CH3:23])=[N:17][N:16]=[C:15]3I)=[O:11])[CH:6]=[CH:7][CH:8]=1.C([O-])([O-])=O.[K+].[K+].O.[C:34]1(B(O)O)[CH:39]=[CH:38][CH:37]=[CH:36][CH:35]=1, predict the reaction product. The product is: [F:1][C:2]([F:26])([F:25])[C:3]1[CH:4]=[C:5]([NH:9][C:10]([C:12]2[CH:13]=[C:14]3[C:19](=[CH:20][CH:21]=2)[C:18]([O:22][CH3:23])=[N:17][N:16]=[C:15]3[C:34]2[CH:39]=[CH:38][CH:37]=[CH:36][CH:35]=2)=[O:11])[CH:6]=[CH:7][CH:8]=1. (8) Given the reactants [NH2:1][C@H:2]([C:15]([O:17][C:18]([CH3:21])([CH3:20])[CH3:19])=[O:16])[CH2:3][CH2:4][C:5](=[O:14])[O:6][CH2:7][C:8]1[CH:13]=[CH:12][CH:11]=[CH:10][CH:9]=1.Cl.Cl[C:24](Cl)([O:26]C(=O)OC(Cl)(Cl)Cl)Cl.C(N(CC)CC)C.[NH2:42][C@H:43]([C:59]([O:61][C:62]([CH3:65])([CH3:64])[CH3:63])=[O:60])[CH2:44][CH2:45][CH2:46][CH2:47][NH:48][C:49]([O:51][CH2:52][C:53]1[CH:58]=[CH:57][CH:56]=[CH:55][CH:54]=1)=[O:50], predict the reaction product. The product is: [O:50]=[C:49]([NH:48][CH2:47][CH2:46][CH2:45][CH2:44][C@@H:43]([C:59]([O:61][C:62]([CH3:65])([CH3:64])[CH3:63])=[O:60])[NH:42][C:24](=[O:26])[NH:1][C@H:2]([C:15]([O:17][C:18]([CH3:21])([CH3:20])[CH3:19])=[O:16])[CH2:3][CH2:4][C:5]([O:6][CH2:7][C:8]1[CH:9]=[CH:10][CH:11]=[CH:12][CH:13]=1)=[O:14])[O:51][CH2:52][C:53]1[CH:54]=[CH:55][CH:56]=[CH:57][CH:58]=1.